Dataset: Reaction yield outcomes from USPTO patents with 853,638 reactions. Task: Predict the reaction yield, written as a fraction of the theoretical maximum amount of product (1.0 means a 100% yield; for example, 0.34 means a 34% yield). (1) The reactants are [B:1]([C:4]1[CH:5]=[C:6]([CH:10]=[CH:11][C:12]=1[O:13][CH3:14])[C:7](O)=[O:8])([OH:3])[OH:2].[CH3:15][NH:16][CH3:17].CN(C(ON1N=NC2C=CC=NC1=2)=[N+](C)C)C.F[P-](F)(F)(F)(F)F.CN1CCOCC1. The catalyst is CN(C=O)C. The product is [CH3:15][N:16]([CH3:17])[C:7]([C:6]1[CH:10]=[CH:11][C:12]([O:13][CH3:14])=[C:4]([B:1]([OH:3])[OH:2])[CH:5]=1)=[O:8]. The yield is 0.453. (2) The yield is 0.0240. The reactants are CS[CH2:3][O:4][C@H:5]1[CH2:10][CH2:9][C@H:8]([N:11]2[C:16](=[O:17])[C:15]([CH2:18][C:19]3[CH:24]=[CH:23][C:22]([C:25]4[C:26]([C:31]#[N:32])=[CH:27][CH:28]=[CH:29][CH:30]=4)=[CH:21][CH:20]=3)=[C:14]([CH2:33][CH2:34][CH3:35])[N:13]3[N:36]=[CH:37][N:38]=[C:12]23)[CH2:7][CH2:6]1.S(Cl)(Cl)(=O)=[O:40].[C:44]1([CH3:50])[CH:49]=[CH:48][CH:47]=CC=1. No catalyst specified. The product is [OH:40][C:44]1([CH2:3][O:4][C@H:5]2[CH2:10][CH2:9][C@H:8]([N:11]3[C:16](=[O:17])[C:15]([CH2:18][C:19]4[CH:24]=[CH:23][C:22]([C:25]5[C:26]([C:31]#[N:32])=[CH:27][CH:28]=[CH:29][CH:30]=5)=[CH:21][CH:20]=4)=[C:14]([CH2:33][CH2:34][CH3:35])[N:13]4[N:36]=[CH:37][N:38]=[C:12]34)[CH2:7][CH2:6]2)[CH2:49][CH2:48][CH2:47][CH2:50]1. (3) The reactants are [C:1]([C:3]1[CH:28]=[CH:27][C:6]([CH2:7][CH:8](/[CH:18]=[CH:19]/[C:20]2[CH:25]=[CH:24][CH:23]=[CH:22][C:21]=2[OH:26])[CH2:9][CH2:10][CH2:11][CH2:12][C:13]([O:15][CH2:16][CH3:17])=[O:14])=[CH:5][CH:4]=1)#[N:2].[C:29]([C:33]1[CH:40]=[CH:39][C:36]([CH2:37]Br)=[CH:35][CH:34]=1)([CH3:32])([CH3:31])[CH3:30].C(=O)([O-])[O-].[K+].[K+]. The catalyst is C(#N)C. The product is [C:29]([C:33]1[CH:34]=[CH:35][C:36]([CH2:37][O:26][C:21]2[CH:22]=[CH:23][CH:24]=[CH:25][C:20]=2/[CH:19]=[CH:18]/[CH:8]([CH2:7][C:6]2[CH:27]=[CH:28][C:3]([C:1]#[N:2])=[CH:4][CH:5]=2)[CH2:9][CH2:10][CH2:11][CH2:12][C:13]([O:15][CH2:16][CH3:17])=[O:14])=[CH:39][CH:40]=1)([CH3:32])([CH3:30])[CH3:31]. The yield is 0.920. (4) The reactants are [Cl:1][C:2]1[CH:3]=[C:4]2[C:12](=[CH:13][CH:14]=1)[NH:11][C:10]1[CH:9]([NH:15][C:16]([C:18]3[CH:23]=[CH:22][C:21]([C:24]([NH:26][CH2:27][CH2:28][O:29][CH2:30][CH2:31][O:32][CH2:33][CH2:34][NH:35]C(=O)OC(C)(C)C)=[O:25])=[CH:20][CH:19]=3)=[O:17])[CH2:8][CH2:7][CH2:6][C:5]2=1.C(O)(C(F)(F)F)=O. The catalyst is ClCCl. The product is [NH2:35][CH2:34][CH2:33][O:32][CH2:31][CH2:30][O:29][CH2:28][CH2:27][NH:26][C:24]([C:21]1[CH:20]=[CH:19][C:18]([C:16]([NH:15][CH:9]2[C:10]3[NH:11][C:12]4[C:4](=[CH:3][C:2]([Cl:1])=[CH:14][CH:13]=4)[C:5]=3[CH2:6][CH2:7][CH2:8]2)=[O:17])=[CH:23][CH:22]=1)=[O:25]. The yield is 0.400. (5) The reactants are [Br:1][C:2]1[CH:11]=[CH:10][C:9]2[C:4](=[CH:5][CH:6]=[C:7]([O:12][C@H:13]3[CH2:18][CH2:17][C@H:16]([C:19]([CH3:22])([CH3:21])[CH3:20])[CH2:15][CH2:14]3)[CH:8]=2)[CH:3]=1.[I:23]N1C(=O)CCC1=O. The catalyst is C(Cl)Cl.[Cl-].[Cl-].[Cl-].[Cl-].[Zr+4]. The product is [Br:1][C:2]1[CH:3]=[C:4]2[C:9](=[CH:10][CH:11]=1)[C:8]([I:23])=[C:7]([O:12][C@H:13]1[CH2:18][CH2:17][C@H:16]([C:19]([CH3:22])([CH3:21])[CH3:20])[CH2:15][CH2:14]1)[CH:6]=[CH:5]2. The yield is 0.926. (6) The reactants are [N+:1]([C:4]1[CH:14]=[CH:13][C:7]2[O:8][CH2:9][C:10](=[O:12])[NH:11][C:6]=2[CH:5]=1)([O-])=O. The catalyst is CO.[Pd]. The product is [NH2:1][C:4]1[CH:14]=[CH:13][C:7]2[O:8][CH2:9][C:10](=[O:12])[NH:11][C:6]=2[CH:5]=1. The yield is 0.560. (7) The reactants are [Br:1][C:2]1[CH:3]=[C:4]([CH:8]=[CH:9][C:10]=1[C:11]([N:13]1[CH2:17][CH2:16][CH2:15][CH2:14]1)=[O:12])[C:5]([OH:7])=O.CN(C(ON1N=NC2C=CC=CC1=2)=[N+](C)C)C.[B-](F)(F)(F)F.C(N(C(C)C)CC)(C)C.[Br:49][C:50]1[CH:62]=[CH:61][C:53]2[NH:54][C:55]([C@@H:57]([NH2:60])[CH2:58][OH:59])=[N:56][C:52]=2[CH:51]=1.BrBr. The catalyst is O1CCCC1.ClCCl.C(O)C. The product is [Br:1][C:2]1[CH:3]=[C:4]([CH:8]=[CH:9][C:10]=1[C:11]([N:13]1[CH2:17][CH2:16][CH2:15][CH2:14]1)=[O:12])[C:5]([NH:60][C@H:57]([C:55]1[NH:54][C:53]2[CH:61]=[CH:62][C:50]([Br:49])=[CH:51][C:52]=2[N:56]=1)[CH2:58][OH:59])=[O:7]. The yield is 0.500.